This data is from Forward reaction prediction with 1.9M reactions from USPTO patents (1976-2016). The task is: Predict the product of the given reaction. (1) Given the reactants [CH3:1][O:2][C:3]([C@@H:5]1[CH2:39][C@@H:38]2[CH2:40][N:6]1[C:7](=[O:52])[C@H:8]([CH:43]1[CH2:51][C:50]3[C:45](=[CH:46][CH:47]=[CH:48][CH:49]=3)[CH2:44]1)[NH:9][C:10](=[O:42])[O:11][C@@H:12]1[CH2:41][C@H:13]1[CH2:14][CH2:15][CH2:16][C:17]#[C:18][C:19]1[C:20]([O:37]2)=[N:21][C:22]2[CH:23]=[CH:24][CH:25]=[CH:26][C:27]=2[C:28]=1[O:29]CC1C=CC=CC=1)=[O:4], predict the reaction product. The product is: [CH3:1][O:2][C:3]([C@@H:5]1[CH2:39][C@@H:38]2[CH2:40][N:6]1[C:7](=[O:52])[C@H:8]([CH:43]1[CH2:44][C:45]3[C:50](=[CH:49][CH:48]=[CH:47][CH:46]=3)[CH2:51]1)[NH:9][C:10](=[O:42])[O:11][C@@H:12]1[CH2:41][C@H:13]1[CH2:14][CH2:15][CH2:16][CH2:17][CH2:18][C:19]1[C:20]([O:37]2)=[N:21][C:22]2[CH:23]=[CH:24][CH:25]=[CH:26][C:27]=2[C:28]=1[OH:29])=[O:4]. (2) Given the reactants [N:1]1[CH:6]=[CH:5][CH:4]=[C:3]([NH:7][C:8](=[O:15])OCC(Cl)(Cl)Cl)[N:2]=1.Cl.Cl.[C:18]1([C:24]2[CH:29]=[C:28]([N:30]3[CH2:35][CH2:34][NH:33][CH2:32][CH2:31]3)[CH:27]=[CH:26][N:25]=2)[CH:23]=[CH:22][CH:21]=[CH:20][CH:19]=1, predict the reaction product. The product is: [C:18]1([C:24]2[CH:29]=[C:28]([N:30]3[CH2:35][CH2:34][N:33]([C:8]([NH:7][C:3]4[N:2]=[N:1][CH:6]=[CH:5][CH:4]=4)=[O:15])[CH2:32][CH2:31]3)[CH:27]=[CH:26][N:25]=2)[CH:19]=[CH:20][CH:21]=[CH:22][CH:23]=1.